This data is from hERG potassium channel inhibition data for cardiac toxicity prediction from Karim et al.. The task is: Regression/Classification. Given a drug SMILES string, predict its toxicity properties. Task type varies by dataset: regression for continuous values (e.g., LD50, hERG inhibition percentage) or binary classification for toxic/non-toxic outcomes (e.g., AMES mutagenicity, cardiotoxicity, hepatotoxicity). Dataset: herg_karim. (1) The compound is CC(C)(N)c1nc(-c2cccc(OC(F)(F)F)c2)c[nH]1. The result is 1 (blocker). (2) The drug is COc1ncccc1C(=O)N1CC[C@H]([NH2+]Cc2cncn2Cc2ccc(C#N)cc2)C1=O. The result is 0 (non-blocker). (3) The compound is N#Cc1ccccc1Cn1c(N2CCC[C@@H](N)C2)nc2[nH]c(-c3cccnc3)cc2c1=O. The result is 0 (non-blocker). (4) The drug is CC(=O)N1CCN([C@H]2C[C@@H](n3cc(-c4cccc(OCC56CCC(CC5)O6)c4)c4c(N)ncnc43)C2)CC1. The result is 0 (non-blocker). (5) The molecule is CC(C)c1ccccc1C(=O)N(C1CCCC1)C1CCNC1. The result is 0 (non-blocker).